Dataset: Reaction yield outcomes from USPTO patents with 853,638 reactions. Task: Predict the reaction yield, written as a fraction of the theoretical maximum amount of product (1.0 means a 100% yield; for example, 0.34 means a 34% yield). The reactants are [Si]([O:8][CH2:9][CH2:10][N:11]([C:22]1[CH:23]=[C:24]2[C:28](=[C:29]([CH:31]3[CH2:33][CH2:32]3)[CH:30]=1)[N:27]([C:34]1[CH:35]=[N:36][C:37]([CH3:40])=[CH:38][CH:39]=1)[CH:26]=[CH:25]2)[C:12]([C:14]1[C:15]([Cl:21])=[N:16][CH:17]=[N:18][C:19]=1[Cl:20])=[O:13])(C(C)(C)C)(C)C.Cl. No catalyst specified. The product is [Cl:20][C:19]1[C:14]([C:12]([N:11]([C:22]2[CH:23]=[C:24]3[C:28](=[C:29]([CH:31]4[CH2:33][CH2:32]4)[CH:30]=2)[N:27]([C:34]2[CH:35]=[N:36][C:37]([CH3:40])=[CH:38][CH:39]=2)[CH:26]=[CH:25]3)[CH2:10][CH2:9][OH:8])=[O:13])=[C:15]([Cl:21])[N:16]=[CH:17][N:18]=1. The yield is 0.860.